Dataset: Full USPTO retrosynthesis dataset with 1.9M reactions from patents (1976-2016). Task: Predict the reactants needed to synthesize the given product. (1) Given the product [C:1]([O:5][C@@H:6]([C:10]1[C:19]([CH3:20])=[CH:18][C:17]2[C:12](=[CH:13][CH:14]=[CH:15][CH:16]=2)[C:11]=1[C:21]1[CH2:26][CH2:25][CH:24]([CH3:27])[CH2:23][CH:22]=1)[C:7]([OH:9])=[O:8])([CH3:4])([CH3:2])[CH3:3], predict the reactants needed to synthesize it. The reactants are: [C:1]([O:5][C@@H:6]([C:10]1[C:19]([CH3:20])=[CH:18][C:17]2[C:12](=[CH:13][CH:14]=[CH:15][CH:16]=2)[C:11]=1[C:21]1[CH2:26][CH2:25][CH2:24][CH2:23][CH:22]=1)[C:7]([OH:9])=[O:8])([CH3:4])([CH3:3])[CH3:2].[CH3:27]C1CCC(B(O)O)=CC1. (2) Given the product [C:1]([O:5][C:6]([N:8]1[CH2:13][CH2:12][C:11](=[CH:14][C:15]([O:24][N:23]=[C:22]([NH2:25])[C:21]2[CH:26]=[CH:27][CH:28]=[C:19]([Cl:18])[CH:20]=2)=[O:16])[CH2:10][CH2:9]1)=[O:7])([CH3:4])([CH3:3])[CH3:2], predict the reactants needed to synthesize it. The reactants are: [C:1]([O:5][C:6]([N:8]1[CH2:13][CH2:12][C:11](=[CH:14][C:15](Cl)=[O:16])[CH2:10][CH2:9]1)=[O:7])([CH3:4])([CH3:3])[CH3:2].[Cl:18][C:19]1[CH:20]=[C:21]([CH:26]=[CH:27][CH:28]=1)[C:22]([NH2:25])=[N:23][OH:24].O. (3) Given the product [CH:26]1([N:19]2[CH2:20][CH2:21][CH:16]([O:15][C:12]3[CH:13]=[CH:14][C:9]([I:8])=[CH:10][CH:11]=3)[CH2:17][CH2:18]2)[CH2:29][CH2:28][CH2:27]1, predict the reactants needed to synthesize it. The reactants are: FC(F)(F)C(O)=O.[I:8][C:9]1[CH:14]=[CH:13][C:12]([O:15][CH:16]2[CH2:21][CH2:20][NH:19][CH2:18][CH2:17]2)=[CH:11][CH:10]=1.C(O)(=O)C.[C:26]1(=O)[CH2:29][CH2:28][CH2:27]1.C(O[BH-](OC(=O)C)OC(=O)C)(=O)C.[Na+].